From a dataset of Forward reaction prediction with 1.9M reactions from USPTO patents (1976-2016). Predict the product of the given reaction. (1) Given the reactants [NH2:1][C:2]1[S:3][CH:4]=[CH:5][N:6]=1.C(N=C(N(C)C)N(C)C)(C)(C)C.[Cl:19][C:20]1[CH:21]=[C:22]([C@H:27]2[CH2:31][CH2:30][N:29]([C@H:32]3[CH2:36][CH2:35][N:34]([C:37]4[CH:42]=[CH:41][C:40]([S:43](Cl)(=[O:45])=[O:44])=[CH:39][CH:38]=4)[C:33]3=[O:47])[CH2:28]2)[CH:23]=[C:24]([Cl:26])[CH:25]=1, predict the reaction product. The product is: [Cl:26][C:24]1[CH:23]=[C:22]([C@H:27]2[CH2:31][CH2:30][N:29]([C@H:32]3[CH2:36][CH2:35][N:34]([C:37]4[CH:38]=[CH:39][C:40]([S:43]([NH:1][C:2]5[S:3][CH:4]=[CH:5][N:6]=5)(=[O:44])=[O:45])=[CH:41][CH:42]=4)[C:33]3=[O:47])[CH2:28]2)[CH:21]=[C:20]([Cl:19])[CH:25]=1. (2) Given the reactants [C:1]([O:5][C:6](=[O:27])[NH:7][C:8]1[CH:13]=[C:12]([CH2:14][O:15][CH:16]2[CH2:21][CH2:20][CH2:19][CH2:18][O:17]2)[C:11]([C:22]([F:25])([F:24])[F:23])=[CH:10][C:9]=1[NH2:26])([CH3:4])([CH3:3])[CH3:2].C([O:32][C:33](=O)[CH2:34][C:35]([C:37]1[CH:42]=[CH:41][CH:40]=[C:39]([C:43]2[CH:48]=[CH:47][N:46]=[C:45]([CH3:49])[CH:44]=2)[CH:38]=1)=[O:36])(C)(C)C, predict the reaction product. The product is: [C:1]([O:5][C:6](=[O:27])[NH:7][C:8]1[CH:13]=[C:12]([CH2:14][O:15][CH:16]2[CH2:21][CH2:20][CH2:19][CH2:18][O:17]2)[C:11]([C:22]([F:24])([F:25])[F:23])=[CH:10][C:9]=1[NH:26][C:33](=[O:32])[CH2:34][C:35]([C:37]1[CH:42]=[CH:41][CH:40]=[C:39]([C:43]2[CH:48]=[CH:47][N:46]=[C:45]([CH3:49])[CH:44]=2)[CH:38]=1)=[O:36])([CH3:4])([CH3:2])[CH3:3]. (3) The product is: [CH2:14]([C:13]([C:9]1[S:8][C:7]([CH2:6][O:5][CH2:4][C:3]([OH:40])=[O:2])=[C:11]([CH3:12])[CH:10]=1)([C:18]1[CH:23]=[CH:22][C:21]([O:24][CH2:25][CH:26]([OH:31])[C:27]([CH3:29])([CH3:30])[CH3:28])=[C:20]([CH3:39])[CH:19]=1)[CH2:16][CH3:17])[CH3:15]. Given the reactants C[O:2][C:3](=[O:40])[CH2:4][O:5][CH2:6][C:7]1[S:8][C:9]([C:13]([C:18]2[CH:23]=[CH:22][C:21]([O:24][CH2:25][CH:26]([O:31][Si](C(C)(C)C)(C)C)[C:27]([CH3:30])([CH3:29])[CH3:28])=[C:20]([CH3:39])[CH:19]=2)([CH2:16][CH3:17])[CH2:14][CH3:15])=[CH:10][C:11]=1[CH3:12].CCCC[N+](CCCC)(CCCC)CCCC.[F-].C1COCC1, predict the reaction product. (4) Given the reactants [N:1]1([CH2:6][C@@H:7]([O:14][C:15]2[CH:24]=[CH:23][C:22]3[C:21](=[O:25])[CH2:20][CH2:19][CH2:18][C:17]=3[C:16]=2[CH2:26][S:27]([C:30]2[CH:31]=[C:32]([CH:36]=[CH:37][CH:38]=2)[C:33](O)=[O:34])(=[O:29])=[O:28])[C:8]2[CH:13]=[CH:12][CH:11]=[CH:10][CH:9]=2)[CH:5]=[CH:4][N:3]=[CH:2]1.[CH:39]1([NH2:44])[CH2:43][CH2:42][CH2:41][CH2:40]1, predict the reaction product. The product is: [CH:39]1([NH:44][C:33](=[O:34])[C:32]2[CH:36]=[CH:37][CH:38]=[C:30]([S:27]([CH2:26][C:16]3[C:17]4[CH2:18][CH2:19][CH2:20][C:21](=[O:25])[C:22]=4[CH:23]=[CH:24][C:15]=3[O:14][C@@H:7]([C:8]3[CH:13]=[CH:12][CH:11]=[CH:10][CH:9]=3)[CH2:6][N:1]3[CH:5]=[CH:4][N:3]=[CH:2]3)(=[O:28])=[O:29])[CH:31]=2)[CH2:43][CH2:42][CH2:41][CH2:40]1. (5) Given the reactants [CH3:1][C:2]1[N:7]2[CH:8]=[CH:9][N:10]=[C:6]2[CH:5]=[C:4]([CH3:11])[C:3]=1[C:12]#N.N([O-])=[O:15].[Na+].[OH-:18].[Na+], predict the reaction product. The product is: [CH3:1][C:2]1[N:7]2[CH:8]=[CH:9][N:10]=[C:6]2[CH:5]=[C:4]([CH3:11])[C:3]=1[C:12]([OH:15])=[O:18]. (6) Given the reactants [CH3:1][N:2]1[CH2:7][CH2:6][CH:5]([O:8][C:9]2[CH:10]=[C:11]([CH:14]=[CH:15][N:16]=2)[C:12]#[N:13])[CH2:4][CH2:3]1, predict the reaction product. The product is: [CH3:1][N:2]1[CH2:3][CH2:4][CH:5]([O:8][C:9]2[CH:10]=[C:11]([CH2:12][NH2:13])[CH:14]=[CH:15][N:16]=2)[CH2:6][CH2:7]1. (7) Given the reactants [C:1]([C:4]1[CH:9]=[CH:8][CH:7]=[C:6]([C:10](=O)[CH3:11])[N:5]=1)(=[O:3])[CH3:2].[CH3:13][C:14]1[CH:20]=[C:19]([CH3:21])[CH:18]=[C:17]([CH3:22])[C:15]=1[NH2:16], predict the reaction product. The product is: [CH3:13][C:14]1[CH:20]=[C:19]([CH3:21])[CH:18]=[C:17]([CH3:22])[C:15]=1[N:16]=[C:10]([C:6]1[CH:7]=[CH:8][CH:9]=[C:4]([C:1](=[O:3])[CH3:2])[N:5]=1)[CH3:11]. (8) Given the reactants [CH3:1][O:2][C:3]1[CH:8]=[CH:7][C:6]([N:9]2[C:13]3[C:14](=[O:31])[N:15]([C:18]4[CH:23]=[CH:22][C:21]([N:24]5[CH2:29][CH2:28][CH2:27][CH2:26][C:25]5=[O:30])=[CH:20][CH:19]=4)[CH2:16][CH2:17][C:12]=3[C:11]([C:32]([OH:34])=O)=[N:10]2)=[CH:5][CH:4]=1.C([N:37](CC)CC)C.ClC(OCC(C)C)=O.[OH-].[NH4+], predict the reaction product. The product is: [CH3:1][O:2][C:3]1[CH:8]=[CH:7][C:6]([N:9]2[C:13]3[C:14](=[O:31])[N:15]([C:18]4[CH:19]=[CH:20][C:21]([N:24]5[CH2:29][CH2:28][CH2:27][CH2:26][C:25]5=[O:30])=[CH:22][CH:23]=4)[CH2:16][CH2:17][C:12]=3[C:11]([C:32]([NH2:37])=[O:34])=[N:10]2)=[CH:5][CH:4]=1. (9) Given the reactants [NH2:1][C:2]1[N:7]=[C:6]([C:8]2[CH:16]=[C:15]3[C:11]([C:12]([NH2:17])=[N:13][NH:14]3)=[CH:10][CH:9]=2)[CH:5]=[C:4](S(C)(=O)=O)[N:3]=1.[CH3:22][C:23]1[CH:24]=[C:25]([CH2:29][CH2:30][NH2:31])[CH:26]=[CH:27][CH:28]=1.CCN(C(C)C)C(C)C, predict the reaction product. The product is: [NH2:17][C:12]1[C:11]2[C:15](=[CH:16][C:8]([C:6]3[N:7]=[C:2]([NH2:1])[N:3]=[C:4]([NH:31][CH2:30][CH2:29][C:25]4[CH:26]=[CH:27][CH:28]=[C:23]([CH3:22])[CH:24]=4)[CH:5]=3)=[CH:9][CH:10]=2)[NH:14][N:13]=1.